From a dataset of Forward reaction prediction with 1.9M reactions from USPTO patents (1976-2016). Predict the product of the given reaction. Given the reactants [CH2:1]([NH2:3])[CH3:2].[CH3:4][N:5]([CH3:14])[C:6]1[CH:13]=[CH:12][C:9]([CH:10]=O)=[CH:8][CH:7]=1, predict the reaction product. The product is: [CH2:1]([NH:3][CH2:10][C:9]1[CH:12]=[CH:13][C:6]([N:5]([CH3:14])[CH3:4])=[CH:7][CH:8]=1)[CH3:2].